Dataset: Catalyst prediction with 721,799 reactions and 888 catalyst types from USPTO. Task: Predict which catalyst facilitates the given reaction. (1) Reactant: CC(C1C=C(C(C)C)C(C2C(P(C3CCCCC3)C3CCCCC3)=C(OC)C=CC=2OC)=C(C(C)C)C=1)C.Cl[C:40]1[CH:45]=[C:44]([O:46][C:47]2[C:56]3[C:51](=[CH:52][CH:53]=[CH:54][CH:55]=3)[C:50]([NH:57][C:58](=[O:64])[O:59][C:60]([CH3:63])([CH3:62])[CH3:61])=[CH:49][CH:48]=2)[CH:43]=[CH:42][N:41]=1.[NH2:65][C:66]1[CH:81]=[C:80]([O:82][CH3:83])[C:69]([C:70]([O:72][CH2:73][C:74]2[CH:79]=[CH:78][CH:77]=[CH:76][CH:75]=2)=[O:71])=[C:68]([O:84][CH3:85])[CH:67]=1.C([O-])([O-])=O.[K+].[K+]. Product: [C:60]([O:59][C:58]([NH:57][C:50]1[C:51]2[C:56](=[CH:55][CH:54]=[CH:53][CH:52]=2)[C:47]([O:46][C:44]2[CH:43]=[CH:42][N:41]=[C:40]([NH:65][C:66]3[CH:67]=[C:68]([O:84][CH3:85])[C:69]([C:70]([O:72][CH2:73][C:74]4[CH:79]=[CH:78][CH:77]=[CH:76][CH:75]=4)=[O:71])=[C:80]([O:82][CH3:83])[CH:81]=3)[CH:45]=2)=[CH:48][CH:49]=1)=[O:64])([CH3:63])([CH3:62])[CH3:61]. The catalyst class is: 3. (2) Reactant: [CH3:1][C:2]([O:5][C:6]([N:8]([C:26]([O:28][C:29]([CH3:32])([CH3:31])[CH3:30])=[O:27])[N:9]([C:17]1[C:22]([F:23])=[C:21](Cl)[N:20]=[C:19]([Cl:25])[N:18]=1)[C:10]([O:12][C:13]([CH3:16])([CH3:15])[CH3:14])=[O:11])=[O:7])([CH3:4])[CH3:3].C(N(CC)CC)C.[O:40]1[CH:44]=[CH:43][CH:42]=[C:41]1[CH2:45][NH:46][CH3:47]. Product: [CH3:31][C:29]([O:28][C:26]([N:8]([C:6]([O:5][C:2]([CH3:4])([CH3:1])[CH3:3])=[O:7])[N:9]([C:17]1[C:22]([F:23])=[C:21]([N:46]([CH2:45][C:41]2[O:40][CH:44]=[CH:43][CH:42]=2)[CH3:47])[N:20]=[C:19]([Cl:25])[N:18]=1)[C:10]([O:12][C:13]([CH3:15])([CH3:14])[CH3:16])=[O:11])=[O:27])([CH3:32])[CH3:30]. The catalyst class is: 20. (3) Reactant: [Cl:1][C:2]1[CH:3]=[C:4]([NH:17][C:18]2[C:27]3[C:22](=[CH:23][CH:24]=[C:25]([NH2:28])[CH:26]=3)[N:21]=[CH:20][N:19]=2)[CH:5]=[CH:6][C:7]=1[O:8][CH2:9][C:10]1[CH:15]=[CH:14][CH:13]=[C:12]([F:16])[CH:11]=1.F[C:30](F)(F)[C:31](O)=O.[C:36](=[O:39])(O)[O-].[Na+]. Product: [NH2:17][CH:4]([C:31]1[CH:30]=[CH:2][CH:7]=[CH:6][CH:5]=1)[CH2:3][C:36]([NH:28][C:25]1[CH:26]=[C:27]2[C:22](=[CH:23][CH:24]=1)[N:21]=[CH:20][N:19]=[C:18]2[NH:17][C:4]1[CH:5]=[CH:6][C:7]([O:8][CH2:9][C:10]2[CH:15]=[CH:14][CH:13]=[C:12]([F:16])[CH:11]=2)=[C:2]([Cl:1])[CH:3]=1)=[O:39]. The catalyst class is: 2. (4) Reactant: [N:1]1[CH:6]=[CH:5][CH:4]=[CH:3][C:2]=1[O:7][CH2:8][C:9]1[CH:27]=[CH:26][C:12]([CH2:13][C:14]2[CH:18]=[C:17]([C:19]3[C:20]([NH2:25])=[N:21][CH:22]=[CH:23][CH:24]=3)[O:16][N:15]=2)=[CH:11][CH:10]=1.[CH3:28][S:29]([OH:32])(=[O:31])=[O:30]. Product: [CH3:28][S:29]([OH:32])(=[O:31])=[O:30].[CH3:28][S:29]([OH:32])(=[O:31])=[O:30].[N:1]1[CH:6]=[CH:5][CH:4]=[CH:3][C:2]=1[O:7][CH2:8][C:9]1[CH:27]=[CH:26][C:12]([CH2:13][C:14]2[CH:18]=[C:17]([C:19]3[C:20]([NH2:25])=[N:21][CH:22]=[CH:23][CH:24]=3)[O:16][N:15]=2)=[CH:11][CH:10]=1. The catalyst class is: 125. (5) Reactant: [N:1]1[N:5]2[N:6]=[CH:7][CH:8]=[CH:9][C:4]2=[C:3](C(OC)=O)[CH:2]=1.[Li+:14].[OH-:15].C1[CH2:20][O:19]CC1. Product: [N:1]1[N:5]2[N:6]=[CH:7][C:8]([C:20]([O-:19])=[O:15])=[CH:9][C:4]2=[CH:3][CH:2]=1.[Li+:14]. The catalyst class is: 6. (6) Reactant: [CH2:1]=[C:2]1[O:6][C:4](=[O:5])[CH2:3]1.Cl.[CH3:8][O:9][C:10](=[O:15])[C@H:11]([CH2:13][OH:14])[NH2:12].C([O-])(O)=O.[Na+]. Product: [O:6]=[C:2]([CH3:1])[CH2:3][C:4]([NH:12][C@H:11]([C:10]([O:9][CH3:8])=[O:15])[CH2:13][OH:14])=[O:5]. The catalyst class is: 1. (7) Reactant: C([O:3][C:4]([C:6]1[S:7][C:8]([S:17]([CH3:20])(=[O:19])=[O:18])=[C:9]2[C:14]=1[N:13]=[C:12]([CH3:15])[NH:11][C:10]2=[O:16])=[O:5])C.[OH-].[Na+].Cl. Product: [CH3:20][S:17]([C:8]1[S:7][C:6]([C:4]([OH:5])=[O:3])=[C:14]2[C:9]=1[C:10](=[O:16])[NH:11][C:12]([CH3:15])=[N:13]2)(=[O:19])=[O:18]. The catalyst class is: 1. (8) Reactant: [Br:1][C:2]1[CH:3]=[C:4]2[C:9](=[CH:10][CH:11]=1)[N:8]=[CH:7][C:6](C(O)=O)=[C:5]2[NH:15][CH2:16][C@@H:17]([O:19][CH3:20])[CH3:18].C([N:23]([CH2:26]C)CC)C.C1C=CC([O:34]P(OC2C=CC=CC=2)(N=[N+]=[N-])=O)=CC=1. Product: [Br:1][C:2]1[CH:11]=[CH:10][C:9]2[N:8]=[CH:7][C:6]3[NH:23][C:26](=[O:34])[N:15]([CH2:16][C@@H:17]([O:19][CH3:20])[CH3:18])[C:5]=3[C:4]=2[CH:3]=1. The catalyst class is: 35. (9) Reactant: [N+:1]([C:4]1[CH:5]=[CH:6][C:7]2[N:8]([CH:10]=[C:11]([C:13]([O:15][CH2:16][CH3:17])=[O:14])[N:12]=2)[CH:9]=1)([O-])=O.[H][H]. Product: [NH2:1][C:4]1[CH:5]=[CH:6][C:7]2[N:8]([CH:10]=[C:11]([C:13]([O:15][CH2:16][CH3:17])=[O:14])[N:12]=2)[CH:9]=1. The catalyst class is: 50. (10) Product: [Cl:18][C:19]1[CH:26]=[CH:25][C:22]([CH2:23][NH:24][C:13]([C:3]2[N:4]=[N:5][C:6]3[C:11]([C:2]=2[OH:1])=[CH:10][C:9]([I:12])=[CH:8][CH:7]=3)=[O:15])=[CH:21][CH:20]=1. The catalyst class is: 25. Reactant: [OH:1][C:2]1[C:11]2[C:6](=[CH:7][CH:8]=[C:9]([I:12])[CH:10]=2)[N:5]=[N:4][C:3]=1[C:13]([O:15]CC)=O.[Cl:18][C:19]1[CH:26]=[CH:25][C:22]([CH2:23][NH2:24])=[CH:21][CH:20]=1.